Dataset: Reaction yield outcomes from USPTO patents with 853,638 reactions. Task: Predict the reaction yield, written as a fraction of the theoretical maximum amount of product (1.0 means a 100% yield; for example, 0.34 means a 34% yield). (1) The reactants are [OH:1][CH2:2][C:3]1[CH:4]=[C:5]2[C:10](=[CH:11][CH:12]=1)[CH:9]([C:13]([O:15][CH2:16][CH3:17])=[O:14])[N:8]([C:18]([O:20][C:21]([CH3:24])([CH3:23])[CH3:22])=[O:19])[CH2:7][CH2:6]2.[CH3:25][S:26](Cl)(=[O:28])=[O:27].C1COCC1. The catalyst is O. The product is [CH3:25][S:26]([O:1][CH2:2][C:3]1[CH:4]=[C:5]2[C:10](=[CH:11][CH:12]=1)[CH:9]([C:13]([O:15][CH2:16][CH3:17])=[O:14])[N:8]([C:18]([O:20][C:21]([CH3:23])([CH3:22])[CH3:24])=[O:19])[CH2:7][CH2:6]2)(=[O:28])=[O:27]. The yield is 1.04. (2) The reactants are [C:1]([O:5][C:6]([NH:8][C@@H:9]([CH2:33][C:34]1[CH:39]=[CH:38][CH:37]=[CH:36][CH:35]=1)[CH2:10][C@H:11]([OH:32])[C@@H:12]([NH:21][C:22](=[O:31])[O:23][CH2:24][C:25]1[CH:30]=[CH:29][CH:28]=[CH:27][CH:26]=1)[CH2:13][C:14]1[CH:19]=[CH:18][C:17]([OH:20])=[CH:16][CH:15]=1)=[O:7])([CH3:4])([CH3:3])[CH3:2].C1C=CC(N([S:47]([C:50]([F:53])([F:52])[F:51])(=[O:49])=[O:48])[S:47]([C:50]([F:53])([F:52])[F:51])(=[O:49])=[O:48])=CC=1. The catalyst is ClCCl.CN(C1C=CN=CC=1)C. The product is [F:51][C:50]([F:53])([F:52])[S:47]([O:20][C:17]1[CH:18]=[CH:19][C:14]([CH2:13][C@H:12]([NH:21][C:22]([O:23][CH2:24][C:25]2[CH:26]=[CH:27][CH:28]=[CH:29][CH:30]=2)=[O:31])[C@@H:11]([OH:32])[CH2:10][C@@H:9]([NH:8][C:6]([O:5][C:1]([CH3:4])([CH3:2])[CH3:3])=[O:7])[CH2:33][C:34]2[CH:39]=[CH:38][CH:37]=[CH:36][CH:35]=2)=[CH:15][CH:16]=1)(=[O:49])=[O:48]. The yield is 0.740. (3) The reactants are [F:1][C:2]1[CH:7]=[CH:6][C:5]([N:8]2[C:12](=[O:13])[C:11]([C:14]([O:16]CC3C=CC=CC=3)=[O:15])=[C:10]([CH3:24])[N:9]2[CH3:25])=[CH:4][CH:3]=1. The catalyst is CO.[H][H].[Pd]. The product is [F:1][C:2]1[CH:3]=[CH:4][C:5]([N:8]2[C:12](=[O:13])[C:11]([C:14]([OH:16])=[O:15])=[C:10]([CH3:24])[N:9]2[CH3:25])=[CH:6][CH:7]=1. The yield is 0.940. (4) The reactants are [Li].[NH2:2][C:3]1[N:11]=[CH:10][C:9]([N+:12]([O-:14])=[O:13])=[CH:8][C:4]=1[C:5]([OH:7])=O.[O:15]([C:22]1[S:26][C:25]([CH2:27][NH2:28])=[CH:24][CH:23]=1)[C:16]1[CH:21]=[CH:20][CH:19]=[CH:18][CH:17]=1.F[P-](F)(F)(F)(F)F.N1([P+](N(C)C)(N(C)C)N(C)C)C2C=CC=CC=2N=N1.C(N(CC)CC)C. The catalyst is CN(C)C=O.O. The product is [NH2:2][C:3]1[N:11]=[CH:10][C:9]([N+:12]([O-:14])=[O:13])=[CH:8][C:4]=1[C:5]([NH:28][CH2:27][C:25]1[S:26][C:22]([O:15][C:16]2[CH:17]=[CH:18][CH:19]=[CH:20][CH:21]=2)=[CH:23][CH:24]=1)=[O:7]. The yield is 0.960. (5) The yield is 0.920. The catalyst is CO.Cl. The product is [F:1][C:2]1[CH:7]=[C:6]([O:8][CH3:9])[CH:5]=[C:4]([F:10])[C:3]=1[CH2:11][C:12]([O:14][CH3:15])=[O:13]. The reactants are [F:1][C:2]1[CH:7]=[C:6]([O:8][CH3:9])[CH:5]=[C:4]([F:10])[C:3]=1[CH2:11][C:12]([OH:14])=[O:13].[C:15]([O-])(O)=O.[Na+]. (6) The reactants are [Cl:1][C:2]1[CH:3]=[C:4]([CH:20]=[CH:21][C:22]=1[F:23])[CH2:5][N:6]([O:18][CH3:19])[C:7](=[O:17])[CH:8]=[C:9]1[C:13](=[O:14])[O:12][C:11](C)(C)[O:10]1. The catalyst is CO. The product is [CH3:11][O:12][C:13](=[O:14])[C:9]([OH:10])=[CH:8][C:7](=[O:17])[N:6]([CH2:5][C:4]1[CH:20]=[CH:21][C:22]([F:23])=[C:2]([Cl:1])[CH:3]=1)[O:18][CH3:19]. The yield is 0.540.